The task is: Predict the product of the given reaction.. This data is from Forward reaction prediction with 1.9M reactions from USPTO patents (1976-2016). Given the reactants [F:1][C:2]([F:36])([F:35])[C:3]1[CH:4]=[C:5]([C:13]([CH3:34])([CH3:33])[C:14]([N:16]([C:18]2[CH:19]=[N:20][C:21]([C:31]#[CH:32])=[CH:22][C:23]=2[C:24]2[CH:29]=[CH:28][CH:27]=[CH:26][C:25]=2[CH3:30])[CH3:17])=[O:15])[CH:6]=[C:7]([C:9]([F:12])([F:11])[F:10])[CH:8]=1.[N+:37]([CH2:40][CH2:41][O:42]C1CCCCO1)([O-])=[O:38].C(OC(OC(C)(C)C)=O)(OC(C)(C)C)=O.O.C1(C)C=CC(S(O)(=O)=O)=CC=1, predict the reaction product. The product is: [F:12][C:9]([F:10])([F:11])[C:7]1[CH:6]=[C:5]([C:13]([CH3:33])([CH3:34])[C:14]([N:16]([C:18]2[CH:19]=[N:20][C:21]([C:31]3[O:38][N:37]=[C:40]([CH2:41][OH:42])[CH:32]=3)=[CH:22][C:23]=2[C:24]2[CH:29]=[CH:28][CH:27]=[CH:26][C:25]=2[CH3:30])[CH3:17])=[O:15])[CH:4]=[C:3]([C:2]([F:1])([F:35])[F:36])[CH:8]=1.